From a dataset of Peptide-MHC class I binding affinity with 185,985 pairs from IEDB/IMGT. Regression. Given a peptide amino acid sequence and an MHC pseudo amino acid sequence, predict their binding affinity value. This is MHC class I binding data. The peptide sequence is VRGGMVAPL. The MHC is HLA-B46:01 with pseudo-sequence HLA-B46:01. The binding affinity (normalized) is 0.0847.